This data is from Peptide-MHC class II binding affinity with 134,281 pairs from IEDB. The task is: Regression. Given a peptide amino acid sequence and an MHC pseudo amino acid sequence, predict their binding affinity value. This is MHC class II binding data. (1) The peptide sequence is LIDDVLAILPLDDLK. The MHC is DRB1_0405 with pseudo-sequence DRB1_0405. The binding affinity (normalized) is 0.703. (2) The peptide sequence is QVKFPGGGQIVGGVY. The MHC is HLA-DQA10501-DQB10301 with pseudo-sequence HLA-DQA10501-DQB10301. The binding affinity (normalized) is 0.794. (3) The peptide sequence is TVLKQLVKSGVLAMS. The MHC is HLA-DPA10103-DPB10401 with pseudo-sequence HLA-DPA10103-DPB10401. The binding affinity (normalized) is 0.277. (4) The MHC is DRB3_0101 with pseudo-sequence DRB3_0101. The peptide sequence is HYLALLVKYAAGDGN. The binding affinity (normalized) is 0.485. (5) The peptide sequence is TAAATAPADDKFTVF. The MHC is HLA-DQA10501-DQB10301 with pseudo-sequence HLA-DQA10501-DQB10301. The binding affinity (normalized) is 0.822. (6) The peptide sequence is DDGRNIAWDNDKLES. The MHC is HLA-DQA10501-DQB10301 with pseudo-sequence HLA-DQA10501-DQB10301. The binding affinity (normalized) is 0.197. (7) The peptide sequence is VPNGTLVKTITNDQI. The MHC is DRB1_0405 with pseudo-sequence DRB1_0405. The binding affinity (normalized) is 0.354.